Dataset: Reaction yield outcomes from USPTO patents with 853,638 reactions. Task: Predict the reaction yield, written as a fraction of the theoretical maximum amount of product (1.0 means a 100% yield; for example, 0.34 means a 34% yield). (1) The reactants are C([O:5][C:6](=[O:20])[CH2:7][C:8]1([OH:19])[CH2:11][N:10]([C:12]([O:14][C:15]([CH3:18])([CH3:17])[CH3:16])=[O:13])[CH2:9]1)(C)(C)C.Cl.[OH-].[Na+].O(C(OC(C)(C)C)=O)C(OC(C)(C)C)=O. The catalyst is O1CCOCC1. The product is [C:12]([N:10]1[CH2:9][C:8]([CH2:7][C:6]([OH:20])=[O:5])([OH:19])[CH2:11]1)([O:14][C:15]([CH3:18])([CH3:17])[CH3:16])=[O:13]. The yield is 0.940. (2) The reactants are [ClH:1].[CH:2]1([NH:5][CH2:6][CH2:7][NH:8][C:9]([N:11]2[CH2:16][CH2:15][N:14]3[C:17](=[O:32])[O:18][C:19]([C:26]4[CH:31]=[CH:30][CH:29]=[CH:28][CH:27]=4)([C:20]4[CH:25]=[CH:24][CH:23]=[CH:22][CH:21]=4)[CH:13]3[CH2:12]2)=[O:10])[CH2:4][CH2:3]1.[CH2:33](N(CC)CC)[CH3:34].C(=O)C.C(O[BH-](OC(=O)C)OC(=O)C)(=O)C.[Na+]. The catalyst is ClCCCl.O. The product is [ClH:1].[CH:2]1([N:5]([CH2:33][CH3:34])[CH2:6][CH2:7][NH:8][C:9]([N:11]2[CH2:16][CH2:15][N:14]3[C:17](=[O:32])[O:18][C:19]([C:20]4[CH:21]=[CH:22][CH:23]=[CH:24][CH:25]=4)([C:26]4[CH:31]=[CH:30][CH:29]=[CH:28][CH:27]=4)[CH:13]3[CH2:12]2)=[O:10])[CH2:4][CH2:3]1. The yield is 0.340. (3) The reactants are N[C:2]1[CH:10]=[CH:9][C:5]([C:6]([OH:8])=[O:7])=[C:4]([OH:11])[CH:3]=1.[N:12]([O-])=O.[Na+].[C:16]1([C:22]2[S:26][S:25][C:24](=[S:27])[CH:23]=2)[CH:21]=[CH:20]C=[CH:18][CH:17]=1.C[N:29]([CH3:32])C=O. The catalyst is Cl.O. The product is [OH:11][C:4]1[CH:3]=[CH:2][C:10]([N:12]=[N:29][C:32]2[CH:20]=[CH:21][C:16]([C:22]3[S:26][S:25][C:24](=[S:27])[CH:23]=3)=[CH:17][CH:18]=2)=[CH:9][C:5]=1[C:6]([OH:8])=[O:7]. The yield is 0.650. (4) The reactants are [Cl:1][C:2]1[CH:7]=[CH:6][C:5]([C:8]2[N:12]([C:13]3[CH:18]=[CH:17][C:16]([Cl:19])=[CH:15][C:14]=3[Cl:20])[N:11]=[C:10]([C:21]([OH:23])=O)[C:9]=2[CH3:24])=[CH:4][CH:3]=1.S(Cl)([Cl:27])=O. The catalyst is C1(C)C=CC=CC=1. The product is [Cl:1][C:2]1[CH:3]=[CH:4][C:5]([C:8]2[N:12]([C:13]3[CH:18]=[CH:17][C:16]([Cl:19])=[CH:15][C:14]=3[Cl:20])[N:11]=[C:10]([C:21]([Cl:27])=[O:23])[C:9]=2[CH3:24])=[CH:6][CH:7]=1. The yield is 0.970. (5) The yield is 0.330. The catalyst is CN(C=O)C.CCOC(C)=O. The reactants are [F:1][C:2]([F:21])([F:20])[C:3]1[CH:8]=[CH:7][C:6]([C:9]2[C:13]([C:14]3[CH:19]=[CH:18][N:17]=[CH:16][CH:15]=3)=[CH:12][NH:11][N:10]=2)=[CH:5][CH:4]=1.[CH2:22]([CH:24]1[O:26][CH2:25]1)Cl.C(=O)([O-])[O-].[Cs+].[Cs+]. The product is [O:26]1[CH2:25][CH:24]1[CH2:22][N:11]1[CH:12]=[C:13]([C:14]2[CH:19]=[CH:18][N:17]=[CH:16][CH:15]=2)[C:9]([C:6]2[CH:5]=[CH:4][C:3]([C:2]([F:1])([F:20])[F:21])=[CH:8][CH:7]=2)=[N:10]1. (6) The reactants are [H-].[Na+].[NH2:3][C:4]1[S:5][C:6]([CH3:11])=[CH:7][C:8]=1[C:9]#[N:10].[F:12][C:13]1[CH:18]=[C:17]([N+:19]([O-:21])=[O:20])[C:16](F)=[CH:15][C:14]=1[F:23].Cl. The catalyst is C1COCC1. The product is [F:12][C:13]1[C:14]([F:23])=[CH:15][C:16]([NH:3][C:4]2[S:5][C:6]([CH3:11])=[CH:7][C:8]=2[C:9]#[N:10])=[C:17]([N+:19]([O-:21])=[O:20])[CH:18]=1. The yield is 0.440. (7) The reactants are [H-].[Na+].[Br:3][C:4]1[CH:5]=[C:6]2[C:10](=[CH:11][CH:12]=1)[NH:9][N:8]=[C:7]2[CH3:13].[S:14](Cl)([C:17]1[CH:23]=[CH:22][C:20]([CH3:21])=[CH:19][CH:18]=1)(=[O:16])=[O:15]. The catalyst is CN(C=O)C. The product is [Br:3][C:4]1[CH:5]=[C:6]2[C:10](=[CH:11][CH:12]=1)[N:9]([S:14]([C:17]1[CH:23]=[CH:22][C:20]([CH3:21])=[CH:19][CH:18]=1)(=[O:16])=[O:15])[N:8]=[C:7]2[CH3:13]. The yield is 0.790. (8) The reactants are [CH3:1][C:2]1([CH3:12])[O:6][C:5](=[CH:7][C:8](Cl)=[O:9])[C:4](=[O:11])[O:3]1.[F:13][C:14]1[CH:19]=[CH:18][C:17]([CH2:20][CH2:21][NH:22][O:23][CH3:24])=[CH:16][CH:15]=1. No catalyst specified. The product is [CH3:1][C:2]1([CH3:12])[O:6][C:5](=[CH:7][C:8]([N:22]([CH2:21][CH2:20][C:17]2[CH:18]=[CH:19][C:14]([F:13])=[CH:15][CH:16]=2)[O:23][CH3:24])=[O:9])[C:4](=[O:11])[O:3]1. The yield is 0.860.